This data is from Forward reaction prediction with 1.9M reactions from USPTO patents (1976-2016). The task is: Predict the product of the given reaction. (1) Given the reactants [CH3:1][O:2][C:3]1[CH:9]=[CH:8][C:7]([C:10]([F:13])([F:12])[F:11])=[CH:6][C:4]=1[NH2:5].N1C=CC=CC=1.Cl[C:21](OC1C=CC=CC=1)=[O:22].[Cl:30][C:31]1[CH:37]=[C:36]([O:38][C:39]2[C:40]3[N:47]([CH3:48])[CH:46]=[CH:45][C:41]=3[N:42]=[CH:43][N:44]=2)[CH:35]=[CH:34][C:32]=1[NH2:33], predict the reaction product. The product is: [Cl:30][C:31]1[CH:37]=[C:36]([O:38][C:39]2[C:40]3[N:47]([CH3:48])[CH:46]=[CH:45][C:41]=3[N:42]=[CH:43][N:44]=2)[CH:35]=[CH:34][C:32]=1[NH:33][C:21]([NH:5][C:4]1[CH:6]=[C:7]([C:10]([F:11])([F:12])[F:13])[CH:8]=[CH:9][C:3]=1[O:2][CH3:1])=[O:22]. (2) Given the reactants C([O:3][C:4]([C:6]1[S:10][C:9]([CH3:11])=[N:8][C:7]=1[C:12]1[CH:17]=[CH:16][CH:15]=[C:14]([C:18]([F:21])([F:20])[F:19])[CH:13]=1)=[O:5])C.COC(C1N=C(N(C)C)SC=1C1C=CC=C(OC)C=1)=O, predict the reaction product. The product is: [CH3:11][C:9]1[S:10][C:6]([C:4]([OH:5])=[O:3])=[C:7]([C:12]2[CH:17]=[CH:16][CH:15]=[C:14]([C:18]([F:19])([F:20])[F:21])[CH:13]=2)[N:8]=1. (3) Given the reactants [F:1][C:2]1[CH:7]=[CH:6][C:5]([NH:8][C:9]2[C:10]3[C:17]([CH3:18])=[C:16]([C:19](O)=[O:20])[S:15][C:11]=3[N:12]=[CH:13][N:14]=2)=[C:4]([O:22][C@@H:23]2[CH2:28][CH2:27][CH2:26][O:25][CH2:24]2)[CH:3]=1.[CH3:29][N:30]1[CH2:35][CH2:34][CH:33]([NH2:36])[CH2:32][CH2:31]1, predict the reaction product. The product is: [CH3:29][N:30]1[CH2:35][CH2:34][CH:33]([NH:36][C:19]([C:16]2[S:15][C:11]3[N:12]=[CH:13][N:14]=[C:9]([NH:8][C:5]4[CH:6]=[CH:7][C:2]([F:1])=[CH:3][C:4]=4[O:22][C@@H:23]4[CH2:28][CH2:27][CH2:26][O:25][CH2:24]4)[C:10]=3[C:17]=2[CH3:18])=[O:20])[CH2:32][CH2:31]1. (4) Given the reactants [CH2:1]([O:8][C:9]1[C:10]([C:30]([O:32][C:33]([CH3:36])([CH3:35])[CH3:34])=[O:31])=[N:11][C:12]([CH2:16][CH:17]2[CH2:22][CH2:21][N:20]([C:23]3[CH:28]=[CH:27][C:26](Br)=[CH:25][N:24]=3)[CH2:19][CH2:18]2)=[N:13][C:14]=1[CH3:15])[C:2]1[CH:7]=[CH:6][CH:5]=[CH:4][CH:3]=1.[Br-].[N:38]1[CH:43]=[CH:42][CH:41]=[CH:40][C:39]=1[Zn+], predict the reaction product. The product is: [CH2:1]([O:8][C:9]1[C:10]([C:30]([O:32][C:33]([CH3:36])([CH3:35])[CH3:34])=[O:31])=[N:11][C:12]([CH2:16][CH:17]2[CH2:22][CH2:21][N:20]([C:23]3[N:24]=[CH:25][C:26]([C:39]4[CH:40]=[CH:41][CH:42]=[CH:43][N:38]=4)=[CH:27][CH:28]=3)[CH2:19][CH2:18]2)=[N:13][C:14]=1[CH3:15])[C:2]1[CH:7]=[CH:6][CH:5]=[CH:4][CH:3]=1.